Predict the reaction yield, written as a fraction of the theoretical maximum amount of product (1.0 means a 100% yield; for example, 0.34 means a 34% yield). From a dataset of Reaction yield outcomes from USPTO patents with 853,638 reactions. (1) The reactants are Cl[CH2:2][CH2:3][C:4]([C:10]1[CH:15]=[CH:14][CH:13]=[CH:12][CH:11]=1)([OH:9])[CH2:5][C:6]([CH3:8])=[CH2:7].[Br:16][C:17]1[CH:22]=[CH:21][C:20]([C@@H:23]([NH2:25])[CH3:24])=[CH:19][CH:18]=1.C([O-])([O-])=O.[K+].[K+]. The catalyst is C(#N)C. The product is [Br:16][C:17]1[CH:22]=[CH:21][C:20]([C@@H:23]([NH:25][CH2:2][CH2:3][C:4]([C:10]2[CH:15]=[CH:14][CH:13]=[CH:12][CH:11]=2)([OH:9])[CH2:5][C:6]([CH3:8])=[CH2:7])[CH3:24])=[CH:19][CH:18]=1. The yield is 0.600. (2) The reactants are Br[C:2]1[CH:3]=[C:4]2[CH2:10][C@@:9]3([CH:15]4[CH2:16][CH2:17][N:12]([CH2:13][CH2:14]4)[CH2:11]3)[O:8][C:5]2=[N:6][CH:7]=1.[CH2:18]=[CH:19][C:20]1[CH:25]=[CH:24][CH:23]=[CH:22][CH:21]=1.C(N(CC)CC)C. The catalyst is C(#N)C.C([O-])(=O)C.[Pd+2].C([O-])(=O)C.C1(C)C=CC=CC=1P(C1C=CC=CC=1C)C1C=CC=CC=1C. The product is [C:20]1(/[CH:19]=[CH:18]/[C:2]2[CH:3]=[C:4]3[CH2:10][C@@:9]4([CH:15]5[CH2:16][CH2:17][N:12]([CH2:13][CH2:14]5)[CH2:11]4)[O:8][C:5]3=[N:6][CH:7]=2)[CH:25]=[CH:24][CH:23]=[CH:22][CH:21]=1. The yield is 0.550. (3) The reactants are Cl[C:2]1[CH:3]=[CH:4][C:5]2[O:14][CH2:13][CH2:12][C:11]3[CH:10]=[C:9]([C:15]4[N:16]([C:20]5[CH:25]=[CH:24][C:23]([F:26])=[CH:22][C:21]=5[F:27])[N:17]=[CH:18][N:19]=4)[S:8][C:7]=3[C:6]=2[N:28]=1.[CH3:29][O:30][C:31]1[C:36](B2OC(C)(C)C(C)(C)O2)=[CH:35][CH:34]=[CH:33][N:32]=1.C([O-])([O-])=O.[Cs+].[Cs+]. The catalyst is C1C=CC(P(C2C=CC=CC=2)[C-]2C=CC=C2)=CC=1.C1C=CC(P(C2C=CC=CC=2)[C-]2C=CC=C2)=CC=1.Cl[Pd]Cl.[Fe+2].CC#N.O. The product is [F:27][C:21]1[CH:22]=[C:23]([F:26])[CH:24]=[CH:25][C:20]=1[N:16]1[C:15]([C:9]2[S:8][C:7]3[C:6]4[N:28]=[C:2]([C:36]5[C:31]([O:30][CH3:29])=[N:32][CH:33]=[CH:34][CH:35]=5)[CH:3]=[CH:4][C:5]=4[O:14][CH2:13][CH2:12][C:11]=3[CH:10]=2)=[N:19][CH:18]=[N:17]1. The yield is 0.460. (4) The reactants are [CH2:1]([C:4]1[S:29][C:7]2[N:8]=[C:9]([CH2:25][C:26]([OH:28])=O)[N:10]=[C:11]([N:12]3[CH2:17][CH2:16][N:15]4[C:18]([C:21]([F:24])([F:23])[F:22])=[N:19][N:20]=[C:14]4[CH2:13]3)[C:6]=2[CH:5]=1)[CH2:2][CH3:3].[Cl-].[NH4+].C(Cl)CCl.C1C=CC2N(O)N=[N:42]C=2C=1.C(N(C(C)C)CC)(C)C. The catalyst is CN(C)C=O. The product is [CH2:1]([C:4]1[S:29][C:7]2[N:8]=[C:9]([CH2:25][C:26]([NH2:42])=[O:28])[N:10]=[C:11]([N:12]3[CH2:17][CH2:16][N:15]4[C:18]([C:21]([F:22])([F:24])[F:23])=[N:19][N:20]=[C:14]4[CH2:13]3)[C:6]=2[CH:5]=1)[CH2:2][CH3:3]. The yield is 0.860. (5) The reactants are [CH2:1]([Li])[CH2:2][CH2:3][CH3:4].[CH3:6][CH2:7][CH2:8][CH2:9][CH2:10][CH3:11].[OH2:12]. No catalyst specified. The product is [CH:8]1([O:12][CH2:1][CH2:2][C:3]#[CH:4])[CH2:7][CH2:6][CH2:11][CH2:10][CH2:9]1. The yield is 0.710. (6) The reactants are [Cl:1][C:2]1[CH:7]=[C:6]([Cl:8])[CH:5]=[CH:4][C:3]=1[N:9]1[C:14]2=[N:15][C:16]3[C:17](=[C:18]([C:22]([N:24]([CH3:26])[CH3:25])=O)[CH:19]=[CH:20][CH:21]=3)[N:13]2[CH2:12][CH2:11][CH2:10]1.[B].O1CCCC1.[Cl-].[NH4+]. No catalyst specified. The product is [Cl:1][C:2]1[CH:7]=[C:6]([Cl:8])[CH:5]=[CH:4][C:3]=1[N:9]1[C:14]2=[N:15][C:16]3[CH:21]=[CH:20][CH:19]=[C:18]([CH2:22][N:24]([CH3:26])[CH3:25])[C:17]=3[N:13]2[CH2:12][CH2:11][CH2:10]1. The yield is 0.280. (7) The reactants are [NH2:1][C:2]1[N:7]=[CH:6][N:5]=[C:4]2[N:8]([CH:21]([C:23]3[O:24][C:25]4[C:30]([C:31](=[O:40])[C:32]=3[C:33]3[CH:38]=[CH:37][CH:36]=[C:35]([F:39])[CH:34]=3)=[CH:29][CH:28]=[CH:27][CH:26]=4)[CH3:22])[N:9]=[C:10]([C:11]3[CH:16]=[CH:15][C:14]([O:17]C)=[C:13]([O:19]C)[CH:12]=3)[C:3]=12. The catalyst is ClCCl.B(Br)(Br)Br. The product is [NH2:1][C:2]1[N:7]=[CH:6][N:5]=[C:4]2[N:8]([CH:21]([C:23]3[O:24][C:25]4[C:30]([C:31](=[O:40])[C:32]=3[C:33]3[CH:38]=[CH:37][CH:36]=[C:35]([F:39])[CH:34]=3)=[CH:29][CH:28]=[CH:27][CH:26]=4)[CH3:22])[N:9]=[C:10]([C:11]3[CH:16]=[CH:15][C:14]([OH:17])=[C:13]([OH:19])[CH:12]=3)[C:3]=12. The yield is 0.240. (8) The reactants are CCOP(ON1N=NC2C=CC=CC=2C1=O)(OCC)=O.[C:21]([O:25][C:26]([NH:28][C@@H:29]1[C:39]2[C:34](=[N:35][CH:36]=[CH:37][CH:38]=2)[C@@H:33]([CH2:40][C:41]([OH:43])=O)[CH2:32][CH2:31][C@H:30]1[C:44]1[CH:49]=[CH:48][CH:47]=[C:46]([F:50])[C:45]=1[F:51])=[O:27])([CH3:24])([CH3:23])[CH3:22].[NH:52]1[CH2:57][CH2:56][CH:55]([N:58]2[C:66]3[C:61](=[N:62][CH:63]=[CH:64][CH:65]=3)[NH:60][C:59]2=[O:67])[CH2:54][CH2:53]1.C(N(CC)CC)C. The catalyst is C(OCC)(=O)C.CN(C)C=O. The yield is 0.900. The product is [F:51][C:45]1[C:46]([F:50])=[CH:47][CH:48]=[CH:49][C:44]=1[C@@H:30]1[CH2:31][CH2:32][C@H:33]([CH2:40][C:41](=[O:43])[N:52]2[CH2:53][CH2:54][CH:55]([N:58]3[C:66]4[C:61](=[N:62][CH:63]=[CH:64][CH:65]=4)[NH:60][C:59]3=[O:67])[CH2:56][CH2:57]2)[C:34]2=[N:35][CH:36]=[CH:37][CH:38]=[C:39]2[C@H:29]1[NH:28][C:26](=[O:27])[O:25][C:21]([CH3:24])([CH3:23])[CH3:22].